From a dataset of NCI-60 drug combinations with 297,098 pairs across 59 cell lines. Regression. Given two drug SMILES strings and cell line genomic features, predict the synergy score measuring deviation from expected non-interaction effect. (1) Drug 1: CC1=C2C(C(=O)C3(C(CC4C(C3C(C(C2(C)C)(CC1OC(=O)C(C(C5=CC=CC=C5)NC(=O)OC(C)(C)C)O)O)OC(=O)C6=CC=CC=C6)(CO4)OC(=O)C)OC)C)OC. Drug 2: CC1=C(C=C(C=C1)NC(=O)C2=CC=C(C=C2)CN3CCN(CC3)C)NC4=NC=CC(=N4)C5=CN=CC=C5. Cell line: TK-10. Synergy scores: CSS=37.4, Synergy_ZIP=1.35, Synergy_Bliss=-0.530, Synergy_Loewe=-20.9, Synergy_HSA=-2.66. (2) Drug 1: C1CC(C1)(C(=O)O)C(=O)O.[NH2-].[NH2-].[Pt+2]. Drug 2: COC1=C2C(=CC3=C1OC=C3)C=CC(=O)O2. Cell line: OVCAR-4. Synergy scores: CSS=1.89, Synergy_ZIP=-0.403, Synergy_Bliss=-0.457, Synergy_Loewe=-13.2, Synergy_HSA=-1.85. (3) Drug 1: CC1=CC2C(CCC3(C2CCC3(C(=O)C)OC(=O)C)C)C4(C1=CC(=O)CC4)C. Drug 2: C#CCC(CC1=CN=C2C(=N1)C(=NC(=N2)N)N)C3=CC=C(C=C3)C(=O)NC(CCC(=O)O)C(=O)O. Cell line: HCC-2998. Synergy scores: CSS=-0.520, Synergy_ZIP=2.72, Synergy_Bliss=5.50, Synergy_Loewe=3.33, Synergy_HSA=2.20. (4) Drug 1: C1=CC(=CC=C1CC(C(=O)O)N)N(CCCl)CCCl.Cl. Drug 2: CCN(CC)CCNC(=O)C1=C(NC(=C1C)C=C2C3=C(C=CC(=C3)F)NC2=O)C. Cell line: NCI-H322M. Synergy scores: CSS=-5.07, Synergy_ZIP=3.01, Synergy_Bliss=-0.841, Synergy_Loewe=-3.75, Synergy_HSA=-4.81.